Dataset: Full USPTO retrosynthesis dataset with 1.9M reactions from patents (1976-2016). Task: Predict the reactants needed to synthesize the given product. (1) Given the product [N:34]1([CH2:33][C:31]2[N:32]=[C:28]([NH:25][C:22]([C:15]3[C:16]4[N:17]=[CH:18][CH:19]=[N:20][C:21]=4[C:12]([C:3]4[CH:4]=[C:5]([O:10][CH3:11])[CH:6]=[C:7]([O:8][CH3:9])[C:2]=4[F:1])=[CH:13][CH:14]=3)=[O:24])[NH:29][CH:30]=2)[CH2:38][CH2:37][CH2:36][CH2:35]1, predict the reactants needed to synthesize it. The reactants are: [F:1][C:2]1[C:7]([O:8][CH3:9])=[CH:6][C:5]([O:10][CH3:11])=[CH:4][C:3]=1[C:12]1[C:21]2[N:20]=[CH:19][CH:18]=[N:17][C:16]=2[C:15]([C:22]([OH:24])=O)=[CH:14][CH:13]=1.[N+:25]([C:28]1[NH:29][CH:30]=[C:31]([CH2:33][N:34]2[CH2:38][CH2:37][CH2:36][CH2:35]2)[N:32]=1)([O-])=O.CO.C1COCC1.CO. (2) Given the product [NH2:1][C:2]1[N:3]=[C:4]([NH:31][CH:32]2[CH2:37][CH2:36][CH2:35][N:34]([C:38]([O:40][CH2:41][C:42]3[CH:47]=[CH:46][CH:45]=[CH:44][CH:43]=3)=[O:39])[CH2:33]2)[C:5]2[N:10]=[C:9]([CH2:11][CH2:12][C:13]3[CH:18]=[CH:17][C:16]([F:19])=[CH:15][CH:14]=3)[S:8][C:6]=2[N:7]=1, predict the reactants needed to synthesize it. The reactants are: [NH2:1][C:2]1[N:3]=[C:4](S(C)(=O)=O)[C:5]2[N:10]=[C:9]([CH2:11][CH2:12][C:13]3[CH:18]=[CH:17][C:16]([F:19])=[CH:15][CH:14]=3)[S:8][C:6]=2[N:7]=1.C(=O)([O-])[O-].[K+].[K+].Cl.[NH2:31][CH:32]1[CH2:37][CH2:36][CH2:35][N:34]([C:38]([O:40][CH2:41][C:42]2[CH:47]=[CH:46][CH:45]=[CH:44][CH:43]=2)=[O:39])[CH2:33]1. (3) Given the product [Cl:35][C:36]1[CH:43]=[CH:42][CH:41]=[CH:40][C:37]=1[CH2:38][NH:39][C:8]([C:5]1([C:3]([O:2][CH3:1])=[O:4])[CH2:7][CH2:6]1)=[O:10], predict the reactants needed to synthesize it. The reactants are: [CH3:1][O:2][C:3]([C:5]1([C:8]([OH:10])=O)[CH2:7][CH2:6]1)=[O:4].CN(C(ON1N=NC2C=CC=NC1=2)=[N+](C)C)C.F[P-](F)(F)(F)(F)F.[Cl:35][C:36]1[CH:43]=[CH:42][CH:41]=[CH:40][C:37]=1[CH2:38][NH2:39]. (4) Given the product [Cl:24][C:25]1[CH:26]=[C:27]2[C:31](=[CH:32][CH:33]=1)[NH:30][C:29](=[O:34])[C:28]2([OH:35])[C:23]1[C:18]([O:17][CH3:16])=[N:19][CH:20]=[CH:21][N:22]=1, predict the reactants needed to synthesize it. The reactants are: [Li]CCCC.CC1(C)CCCC(C)(C)N1.[CH3:16][O:17][C:18]1[CH:23]=[N:22][CH:21]=[CH:20][N:19]=1.[Cl:24][C:25]1[CH:26]=[C:27]2[C:31](=[CH:32][CH:33]=1)[NH:30][C:29](=[O:34])[C:28]2=[O:35].[Cl-].[NH4+]. (5) Given the product [CH2:1]([N:3]1[C:11]2[C:6](=[CH:7][CH:8]=[C:9]([NH2:12])[CH:10]=2)[CH:5]=[CH:4]1)[CH3:2], predict the reactants needed to synthesize it. The reactants are: [CH2:1]([N:3]1[C:11]2[C:6](=[CH:7][CH:8]=[C:9]([N+:12]([O-])=O)[CH:10]=2)[CH:5]=[CH:4]1)[CH3:2].[Cl-].[NH4+].C(=O)([O-])[O-].[Na+].[Na+]. (6) Given the product [CH:12]1([C:6]2[CH:7]=[CH:8][CH:9]=[C:10]([CH3:11])[C:5]=2[OH:4])[CH2:14][CH2:13]1, predict the reactants needed to synthesize it. The reactants are: C([O:4][C:5]1[C:10]([CH3:11])=[CH:9][CH:8]=[CH:7][C:6]=1[CH:12]1[CH2:14][CH2:13]1)(=O)C.C(=O)([O-])[O-].[K+].[K+].O. (7) Given the product [OH:2][C:3]1[CH:8]=[CH:7][C:6]([OH:9])=[CH:5][C:4]=1[CH2:11][NH:12][C:13](=[O:20])[C:14]1[CH:15]=[CH:16][CH:17]=[CH:18][CH:19]=1, predict the reactants needed to synthesize it. The reactants are: C[O:2][C:3]1[CH:8]=[CH:7][C:6]([O:9]C)=[CH:5][C:4]=1[CH2:11][NH:12][C:13](=[O:20])[C:14]1[CH:19]=[CH:18][CH:17]=[CH:16][CH:15]=1.B(Br)(Br)Br. (8) Given the product [CH3:25][N:12]([CH3:11])[CH2:13][CH2:14][CH2:15][C:16]1[C:24]2[CH2:23][CH2:22][CH2:21][CH2:20][C:19]=2[NH:18][C:17]=1[CH:3]=[O:4], predict the reactants needed to synthesize it. The reactants are: CN(C)[CH:3]=[O:4].P(Cl)(Cl)(Cl)=O.[CH3:11][N:12]([CH3:25])[CH2:13][CH2:14][CH2:15][C:16]1[C:24]2[CH2:23][CH2:22][CH2:21][CH2:20][C:19]=2[NH:18][CH:17]=1.[OH-].[Na+]. (9) Given the product [F:15][C:16]1[C:21]([C:22]2[CH:23]=[N:24][CH:25]=[CH:26][CH:27]=2)=[CH:20][CH:19]=[CH:18][C:17]=1[C:2]1[N:6]2[CH:7]=[CH:8][C:9]([C:11]([OH:14])([CH3:13])[CH3:12])=[N:10][C:5]2=[N:4][CH:3]=1, predict the reactants needed to synthesize it. The reactants are: Br[C:2]1[N:6]2[CH:7]=[CH:8][C:9]([C:11]([OH:14])([CH3:13])[CH3:12])=[N:10][C:5]2=[N:4][CH:3]=1.[F:15][C:16]1[C:21]([C:22]2[CH:23]=[N:24][CH:25]=[CH:26][CH:27]=2)=[CH:20][CH:19]=[CH:18][C:17]=1B(O)O. (10) Given the product [P:6]([OH:10])([O:12][C@H:13]1[CH2:17][O:16][C@@H:15]2[C@H:18]([O:21][N+:22]([O-:24])=[O:23])[CH2:19][O:20][C@H:14]12)([O:8][CH3:9])=[O:7], predict the reactants needed to synthesize it. The reactants are: Br[Si](C)(C)C.[P:6]([O:12][C@H:13]1[CH2:17][O:16][C@@H:15]2[C@H:18]([O:21][N+:22]([O-:24])=[O:23])[CH2:19][O:20][C@H:14]12)([O:10]C)([O:8][CH3:9])=[O:7].CO.